This data is from Reaction yield outcomes from USPTO patents with 853,638 reactions. The task is: Predict the reaction yield, written as a fraction of the theoretical maximum amount of product (1.0 means a 100% yield; for example, 0.34 means a 34% yield). (1) The reactants are [C:1]1([CH2:7][CH2:8][CH2:9][CH2:10][CH2:11]O)[CH:6]=[CH:5][CH:4]=[CH:3][CH:2]=1.[BrH:13]. The catalyst is C(OCC)(=O)C. The product is [Br:13][CH2:11][CH2:10][CH2:9][CH2:8][CH2:7][C:1]1[CH:6]=[CH:5][CH:4]=[CH:3][CH:2]=1. The yield is 0.860. (2) The reactants are Cl.[CH3:2][O:3][C:4]1[CH:5]=[C:6]([CH:11]=[CH:12][C:13]=1[C:14]1[O:18][C:17]([CH3:19])=[N:16][CH:15]=1)[C:7]([NH:9][NH2:10])=[O:8].[Cl:20][CH2:21][CH2:22][CH2:23][CH:24]([C:28]1[CH:33]=[CH:32][CH:31]=[C:30]([C:34]([F:37])([F:36])[F:35])[CH:29]=1)[C:25](O)=[O:26].C(N(CC)CC)C.P(C#N)(OCC)(OCC)=O. The catalyst is CN(C=O)C.O. The product is [Cl:20][CH2:21][CH2:22][CH2:23][CH:24]([C:28]1[CH:33]=[CH:32][CH:31]=[C:30]([C:34]([F:35])([F:36])[F:37])[CH:29]=1)[C:25]([NH:10][NH:9][C:7](=[O:8])[C:6]1[CH:11]=[CH:12][C:13]([C:14]2[O:18][C:17]([CH3:19])=[N:16][CH:15]=2)=[C:4]([O:3][CH3:2])[CH:5]=1)=[O:26]. The yield is 0.730. (3) The reactants are [C:1]([O:5][C:6]([N:8]1[CH2:11][CH:10]([C:12]2[NH:32][C:15]3[N:16]=[N:17][C:18]([CH2:20][CH2:21][CH2:22][CH2:23][N:24]4[CH:28]=[C:27]([C:29]([OH:31])=O)[N:26]=[N:25]4)=[CH:19][C:14]=3[CH:13]=2)[CH2:9]1)=[O:7])([CH3:4])([CH3:3])[CH3:2].[F:33][C:34]1[CH:39]=[CH:38][C:37]([O:40][C:41]([F:44])([F:43])[F:42])=[CH:36][C:35]=1[CH2:45][NH2:46].C(Cl)CCl.C1C=CC2N(O)N=NC=2C=1. The catalyst is CN(C=O)C.C(Cl)Cl.[OH-].[Na+]. The product is [F:33][C:34]1[CH:39]=[CH:38][C:37]([O:40][C:41]([F:42])([F:43])[F:44])=[CH:36][C:35]=1[CH2:45][NH:46][C:29]([C:27]1[N:26]=[N:25][N:24]([CH2:23][CH2:22][CH2:21][CH2:20][C:18]2[N:17]=[N:16][C:15]3[NH:32][C:12]([CH:10]4[CH2:11][N:8]([C:6]([O:5][C:1]([CH3:2])([CH3:4])[CH3:3])=[O:7])[CH2:9]4)=[CH:13][C:14]=3[CH:19]=2)[CH:28]=1)=[O:31]. The yield is 0.450. (4) The reactants are [Br:1][C:2]1[CH:11]=[C:10]2[C:5]([CH2:6][CH2:7][C:8]3([CH2:17][CH2:16][CH:15]([O:18][CH3:19])[CH2:14][CH2:13]3)[C:9]2=O)=[CH:4][CH:3]=1.[CH3:20][C:21]([S:24]([NH2:26])=[O:25])([CH3:23])[CH3:22].CCOC(C)=O. The catalyst is [O-]CC.[Ti+4].[O-]CC.[O-]CC.[O-]CC.O. The product is [Br:1][C:2]1[CH:11]=[C:10]2[C:5]([CH2:6][CH2:7][C:8]3([CH2:17][CH2:16][CH:15]([O:18][CH3:19])[CH2:14][CH2:13]3)[C:9]2=[N:26][S:24]([C:21]([CH3:23])([CH3:22])[CH3:20])=[O:25])=[CH:4][CH:3]=1. The yield is 0.200. (5) The reactants are C(O)(=O)C(O)=O.[CH2:7]([O:14][C:15](=[O:21])[C@H:16]([C@@H:18]([CH3:20])[OH:19])[NH2:17])[C:8]1[CH:13]=[CH:12][CH:11]=[CH:10][CH:9]=1.C(=O)(O)[O-].[Na+].[C:27](O[C:27]([O:29][C:30]([CH3:33])([CH3:32])[CH3:31])=[O:28])([O:29][C:30]([CH3:33])([CH3:32])[CH3:31])=[O:28]. The catalyst is O.CO. The product is [C:30]([O:29][C:27]([NH:17][C@@H:16]([C@H:18]([OH:19])[CH3:20])[C:15]([O:14][CH2:7][C:8]1[CH:13]=[CH:12][CH:11]=[CH:10][CH:9]=1)=[O:21])=[O:28])([CH3:33])([CH3:32])[CH3:31]. The yield is 0.890.